The task is: Predict which catalyst facilitates the given reaction.. This data is from Catalyst prediction with 721,799 reactions and 888 catalyst types from USPTO. (1) Reactant: [NH2:1][C:2]([CH3:14])([CH2:7][C:8]1[CH:13]=[CH:12][N:11]=[CH:10][CH:9]=1)[C:3]([O:5][CH3:6])=[O:4].[C:15](O[C:15]([O:17][C:18]([CH3:21])([CH3:20])[CH3:19])=[O:16])([O:17][C:18]([CH3:21])([CH3:20])[CH3:19])=[O:16]. Product: [C:18]([O:17][C:15]([NH:1][C:2]([CH3:14])([CH2:7][C:8]1[CH:9]=[CH:10][N:11]=[CH:12][CH:13]=1)[C:3]([O:5][CH3:6])=[O:4])=[O:16])([CH3:21])([CH3:20])[CH3:19]. The catalyst class is: 49. (2) Reactant: COC([C:5]1[NH:6][CH:7]=[C:8]([C:10]([O:12][CH3:13])=[O:11])[N:9]=1)=O.[CH2:14](Br)[C:15]1[CH:20]=[CH:19][CH:18]=[CH:17][CH:16]=1. Product: [CH3:13][O:12][C:10]([C:7]1[N:6]=[CH:5][N:9]([CH2:14][C:15]2[CH:20]=[CH:19][CH:18]=[CH:17][CH:16]=2)[C:8]=1[C:10]([O:12][CH3:13])=[O:11])=[O:11]. The catalyst class is: 5. (3) Reactant: [C:1]1([CH3:24])[CH:6]=[CH:5][CH:4]=[C:3]([S:7]([N:10]2[CH2:19][CH2:18][CH2:17][C:16]3[N:15]=[CH:14][C:13]([C:20]([O:22]C)=[O:21])=[CH:12][C:11]2=3)(=[O:9])=[O:8])[CH:2]=1.[OH-].[Na+].C(O)(=O)CC(CC(O)=O)(C(O)=O)O. Product: [C:1]1([CH3:24])[CH:6]=[CH:5][CH:4]=[C:3]([S:7]([N:10]2[CH2:19][CH2:18][CH2:17][C:16]3[N:15]=[CH:14][C:13]([C:20]([OH:22])=[O:21])=[CH:12][C:11]2=3)(=[O:9])=[O:8])[CH:2]=1. The catalyst class is: 111. (4) Reactant: Cl.[O:2]1CCO[CH:3]1[C:7]1[CH:8]=[C:9]([S:14][C:15]([F:18])([F:17])[F:16])[CH:10]=[CH:11][C:12]=1[F:13].O1CCCC1. Product: [F:13][C:12]1[CH:11]=[CH:10][C:9]([S:14][C:15]([F:18])([F:16])[F:17])=[CH:8][C:7]=1[CH:3]=[O:2]. The catalyst class is: 6. (5) Reactant: [CH2:1]([O:3][CH2:4][CH2:5][N:6]([CH2:14][CH3:15])C(=O)OC(C)(C)C)[CH3:2].[ClH:16]. Product: [ClH:16].[CH2:1]([O:3][CH2:4][CH2:5][NH:6][CH2:14][CH3:15])[CH3:2]. The catalyst class is: 8. (6) Reactant: [CH2:1]([O:8][C:9]1[CH:14]=[CH:13][CH:12]=[CH:11][C:10]=1[C:15]1[N:20]=[C:19](Br)[C:18]([C:22]#[N:23])=[C:17]([CH:24]2[CH2:29][CH2:28][CH2:27][N:26]([C:30]([O:32][C:33]([CH3:36])([CH3:35])[CH3:34])=[O:31])[CH2:25]2)[CH:16]=1)[C:2]1[CH:7]=[CH:6][CH:5]=[CH:4][CH:3]=1.C(N(CC)CC)C.[CH2:44]([NH2:51])[C:45]1[CH:50]=[CH:49][CH:48]=[CH:47][CH:46]=1. Product: [CH2:1]([O:8][C:9]1[CH:14]=[CH:13][CH:12]=[CH:11][C:10]=1[C:15]1[N:20]=[C:19]([NH:51][CH2:44][C:45]2[CH:50]=[CH:49][CH:48]=[CH:47][CH:46]=2)[C:18]([C:22]#[N:23])=[C:17]([CH:24]2[CH2:29][CH2:28][CH2:27][N:26]([C:30]([O:32][C:33]([CH3:36])([CH3:35])[CH3:34])=[O:31])[CH2:25]2)[CH:16]=1)[C:2]1[CH:7]=[CH:6][CH:5]=[CH:4][CH:3]=1. The catalyst class is: 16. (7) Reactant: Cl[C:2]1[C:11]2[C:6](=[CH:7][CH:8]=[C:9]([N+:12]([O-:14])=[O:13])[CH:10]=2)[N:5]=[CH:4][N:3]=1.[F:15][C:16]1[CH:17]=[C:18]([CH:30]=[CH:31][CH:32]=1)[CH2:19][N:20]1[C:28]2[C:23](=[CH:24][C:25]([NH2:29])=[CH:26][CH:27]=2)[CH:22]=[N:21]1. Product: [F:15][C:16]1[CH:17]=[C:18]([CH:30]=[CH:31][CH:32]=1)[CH2:19][N:20]1[C:28]2[C:23](=[CH:24][C:25]([NH:29][C:2]3[C:11]4[C:6](=[CH:7][CH:8]=[C:9]([N+:12]([O-:14])=[O:13])[CH:10]=4)[N:5]=[CH:4][N:3]=3)=[CH:26][CH:27]=2)[CH:22]=[N:21]1. The catalyst class is: 32.